This data is from Catalyst prediction with 721,799 reactions and 888 catalyst types from USPTO. The task is: Predict which catalyst facilitates the given reaction. (1) Reactant: Cl.N[C:3]1[C:12]2[C:7](=[CH:8][CH:9]=[CH:10][CH:11]=2)[C:6]([OH:13])=[CH:5][CH:4]=1.C([N:16](CC)CC)C.[CH3:21][C:22]([O:25][C:26]([O:28]C(OC(C)(C)C)=O)=O)([CH3:24])[CH3:23].ClC(Cl)C.C. Product: [C:26]([C:4]1[C:5]([NH2:16])=[C:6]([OH:13])[C:7]2[C:12]([CH:3]=1)=[CH:11][CH:10]=[CH:9][CH:8]=2)([O:25][C:22]([CH3:24])([CH3:23])[CH3:21])=[O:28]. The catalyst class is: 1. (2) Reactant: [O:1]1[C:5]2([CH2:10][CH2:9][CH:8]([C:11]#[N:12])[CH2:7][CH2:6]2)OCC1.C[Si]([N-][Si](C)(C)C)(C)C.[Na+].[Br:23][C:24]1[CH:25]=[CH:26][C:27](F)=[N:28][CH:29]=1.C(=O)([O-])[O-].[K+].[K+]. Product: [Br:23][C:24]1[CH:25]=[CH:26][C:27]([C:8]2([C:11]#[N:12])[CH2:7][CH2:6][C:5](=[O:1])[CH2:10][CH2:9]2)=[N:28][CH:29]=1. The catalyst class is: 7. (3) The catalyst class is: 34. Reactant: [CH3:1][O:2][CH2:3][O:4][C:5]1[CH:10]=[CH:9][C:8]([C:11]2[CH:12]=[C:13]([C:27]([OH:29])=O)[C:14]3[C:19]([CH3:20])=[N:18][N:17]([CH:21]4[CH2:26][CH2:25][CH2:24][CH2:23][O:22]4)[C:15]=3[N:16]=2)=[CH:7][CH:6]=1.CCN(C(C)C)C(C)C.[CH2:39]([N:46]1[CH2:51][C:50]([CH3:53])([CH3:52])[NH:49][CH2:48][C:47]1([CH3:55])[CH3:54])[C:40]1[CH:45]=[CH:44][CH:43]=[CH:42][CH:41]=1. Product: [CH2:39]([N:46]1[C:47]([CH3:55])([CH3:54])[CH2:48][N:49]([C:27]([C:13]2[CH:12]=[C:11]([C:8]3[CH:7]=[CH:6][C:5]([O:4][CH2:3][O:2][CH3:1])=[CH:10][CH:9]=3)[N:16]=[C:15]3[N:17]([CH:21]4[CH2:26][CH2:25][CH2:24][CH2:23][O:22]4)[N:18]=[C:19]([CH3:20])[C:14]=23)=[O:29])[C:50]([CH3:53])([CH3:52])[CH2:51]1)[C:40]1[CH:41]=[CH:42][CH:43]=[CH:44][CH:45]=1. (4) Reactant: [Cl:1][C:2]1[C:15]2[C:6](=[N:7][C:8]([NH2:16])=[C:9]3[C:14]=2[CH:13]=[CH:12][CH:11]=[CH:10]3)[CH:5]=[CH:4][CH:3]=1.Cl[CH2:18][CH:19]=O.C(=O)(O)[O-].[Na+].O. Product: [Cl:1][C:2]1[C:15]2[C:14]3[CH:13]=[CH:12][CH:11]=[CH:10][C:9]=3[C:8]3=[N:16][CH:18]=[CH:19][N:7]3[C:6]=2[CH:5]=[CH:4][CH:3]=1. The catalyst class is: 41. (5) Reactant: [OH-].[K+].[Cl:3][C:4]1[CH:5]=[C:6]2[C:11](=[CH:12][CH:13]=1)[N:10]([C@H:14]([CH2:20][CH:21]([CH3:23])[CH3:22])[C:15]([O:17]CC)=[O:16])[CH2:9][CH2:8][CH2:7]2.ClC1C=C2C(=CC=1)N([C@@H](C(C)C)C(O)=O)CCC2. Product: [Cl:3][C:4]1[CH:5]=[C:6]2[C:11](=[CH:12][CH:13]=1)[N:10]([C@H:14]([CH2:20][CH:21]([CH3:23])[CH3:22])[C:15]([OH:17])=[O:16])[CH2:9][CH2:8][CH2:7]2. The catalyst class is: 5. (6) Reactant: [Br:1][C:2]1[CH:7]=[CH:6][C:5]([Cl:8])=[CH:4][C:3]=1[F:9].[Li+].CC([N-]C(C)C)C.CN([CH:21]=[O:22])C. Product: [Br:1][C:2]1[C:3]([F:9])=[C:4]([C:5]([Cl:8])=[CH:6][CH:7]=1)[CH:21]=[O:22]. The catalyst class is: 1.